This data is from Carcinogenicity classification data from Lagunin et al.. The task is: Regression/Classification. Given a drug SMILES string, predict its toxicity properties. Task type varies by dataset: regression for continuous values (e.g., LD50, hERG inhibition percentage) or binary classification for toxic/non-toxic outcomes (e.g., AMES mutagenicity, cardiotoxicity, hepatotoxicity). Dataset: carcinogens_lagunin. (1) The compound is CN1C[C@H](C(=O)N[C@]2(C)O[C@@]3(O)[C@@H]4CCCN4C(=O)[C@H](Cc4ccccc4)N3C2=O)CC2c3cccc4[nH]cc(c34)C[C@H]21. The result is 0 (non-carcinogenic). (2) The drug is C[C@](N)(Cc1ccc(O)c(O)c1)C(=O)O. The result is 1 (carcinogenic). (3) The drug is CC1(C)[C@@H](OC(=O)CCC(=O)O)CC[C@@]2(C)[C@H]1CC[C@]1(C)[C@@H]2C(=O)C=C2[C@@H]3C[C@@](C)(C(=O)O)CC[C@]3(C)CC[C@]21C. The result is 0 (non-carcinogenic). (4) The compound is C=C1C[C@]23C[C@@]1(O)CC[C@H]2[C@@]12C=C[C@H](O)[C@@](C)(C(=O)O1)[C@H]2[C@@H]3C(=O)O. The result is 0 (non-carcinogenic). (5) The molecule is Nc1ncn(C2O[C@H](CO)[C@@H](O)[C@H]2O)c(=O)n1. The result is 0 (non-carcinogenic). (6) The drug is C=C(C)[C@@H]1CC[C@]2(C(=O)O)CC[C@]3(C)[C@H](CC[C@@H]4[C@@]5(C)CC[C@H](O)C(C)(C)[C@@H]5CC[C@]43C)[C@@H]12. The result is 0 (non-carcinogenic). (7) The drug is CO[C@H]1C=C2CCN(C)[C@H]2C2c3cc4c(cc3C(=O)O[C@@H]21)OCO4. The result is 0 (non-carcinogenic). (8) The molecule is CCCOc1ccccc1-c1nc(=O)c2[nH]nnc2[nH]1. The result is 0 (non-carcinogenic).